From a dataset of Peptide-MHC class I binding affinity with 185,985 pairs from IEDB/IMGT. Regression. Given a peptide amino acid sequence and an MHC pseudo amino acid sequence, predict their binding affinity value. This is MHC class I binding data. (1) The binding affinity (normalized) is 0.0847. The peptide sequence is KLLARFLFE. The MHC is HLA-A02:03 with pseudo-sequence HLA-A02:03. (2) The peptide sequence is TTAEFTVPK. The MHC is HLA-B08:01 with pseudo-sequence HLA-B08:01. The binding affinity (normalized) is 0.0847. (3) The peptide sequence is VTIPQIGGM. The MHC is HLA-A29:02 with pseudo-sequence HLA-A29:02. The binding affinity (normalized) is 0.0847. (4) The peptide sequence is LVALVGLFV. The MHC is HLA-A02:01 with pseudo-sequence HLA-A02:01. The binding affinity (normalized) is 0.149. (5) The peptide sequence is YLPTQQDVL. The MHC is HLA-B42:01 with pseudo-sequence HLA-B42:01. The binding affinity (normalized) is 0. (6) The peptide sequence is ITFHNQRDF. The MHC is HLA-A26:01 with pseudo-sequence HLA-A26:01. The binding affinity (normalized) is 0.0847. (7) The peptide sequence is YVIKVSARA. The MHC is Patr-B0101 with pseudo-sequence Patr-B0101. The binding affinity (normalized) is 0.